From a dataset of Reaction yield outcomes from USPTO patents with 853,638 reactions. Predict the reaction yield, written as a fraction of the theoretical maximum amount of product (1.0 means a 100% yield; for example, 0.34 means a 34% yield). (1) The reactants are [OH:1][C:2]1[CH:3]=[C:4]([NH:27][C:28]2[CH:29]=[CH:30][C:31]([OH:34])=[N:32][CH:33]=2)[CH:5]=[C:6]([C:8]2[CH:16]=[CH:15][CH:14]=[C:13]3[C:9]=2[CH:10]=[CH:11][N:12]3[Si](C(C)C)(C(C)C)C(C)C)[CH:7]=1. The catalyst is C(O)(C(F)(F)F)=O.C(Cl)Cl. The product is [OH:1][C:2]1[CH:3]=[C:4]([NH:27][C:28]2[CH:29]=[CH:30][C:31]([OH:34])=[N:32][CH:33]=2)[CH:5]=[C:6]([C:8]2[CH:16]=[CH:15][CH:14]=[C:13]3[C:9]=2[CH:10]=[CH:11][NH:12]3)[CH:7]=1. The yield is 0.0150. (2) The reactants are C([O:3][C:4](=[O:32])[CH2:5][NH:6][CH2:7][C:8]1[CH:13]=[CH:12][CH:11]=[C:10]([O:14][CH2:15][C:16]2[N:17]=[C:18]([C:22]3[CH:27]=[CH:26][C:25]([C:28]([F:31])([F:30])[F:29])=[CH:24][CH:23]=3)[O:19][C:20]=2[CH3:21])[CH:9]=1)C.[F:33][C:34]1[CH:35]=[C:36]([N:40]([S:42](Cl)(=[O:44])=[O:43])[CH3:41])[CH:37]=[CH:38][CH:39]=1.C(N(CC)CC)C. No catalyst specified. The product is [F:33][C:34]1[CH:35]=[C:36]([N:40]([S:42]([N:6]([CH2:5][C:4]([OH:32])=[O:3])[CH2:7][C:8]2[CH:13]=[CH:12][CH:11]=[C:10]([O:14][CH2:15][C:16]3[N:17]=[C:18]([C:22]4[CH:27]=[CH:26][C:25]([C:28]([F:31])([F:30])[F:29])=[CH:24][CH:23]=4)[O:19][C:20]=3[CH3:21])[CH:9]=2)(=[O:44])=[O:43])[CH3:41])[CH:37]=[CH:38][CH:39]=1. The yield is 0.860. (3) The reactants are [NH2:1][C:2]([C:4]1[CH:5]=[N:6][C:7]2[C:12]([C:13]=1[NH:14][C:15]1[CH:16]=[C:17]([CH:21]=[C:22]([N+:24]([O-])=O)[CH:23]=1)[C:18]([OH:20])=[O:19])=[CH:11][CH:10]=[C:9]([C:27]1[C:28]([CH3:33])=[N:29][O:30][C:31]=1[CH3:32])[CH:8]=2)=[O:3].[H][H]. The catalyst is CO.[Pd]. The product is [NH2:24][C:22]1[CH:21]=[C:17]([CH:16]=[C:15]([NH:14][C:13]2[C:12]3[C:7](=[CH:8][C:9]([C:27]4[C:28]([CH3:33])=[N:29][O:30][C:31]=4[CH3:32])=[CH:10][CH:11]=3)[N:6]=[CH:5][C:4]=2[C:2]([NH2:1])=[O:3])[CH:23]=1)[C:18]([OH:20])=[O:19]. The yield is 0.733. (4) The catalyst is C1COCC1. The reactants are [C:1]([O:5][C:6]([NH:8][C:9]1[N:14]=[C:13]([C:15](OCC)=[O:16])[CH:12]=[CH:11][CH:10]=1)=[O:7])([CH3:4])([CH3:3])[CH3:2].[H-].[H-].[H-].[H-].[Li+].[Al+3]. The product is [OH:16][CH2:15][C:13]1[N:14]=[C:9]([NH:8][C:6](=[O:7])[O:5][C:1]([CH3:3])([CH3:2])[CH3:4])[CH:10]=[CH:11][CH:12]=1. The yield is 0.410.